The task is: Predict the reaction yield, written as a fraction of the theoretical maximum amount of product (1.0 means a 100% yield; for example, 0.34 means a 34% yield).. This data is from Reaction yield outcomes from USPTO patents with 853,638 reactions. (1) The reactants are [Cl:1][CH2:2][CH2:3][C:4]([C:6]1[CH:11]=[CH:10][CH:9]=[CH:8][CH:7]=1)=[O:5].[CH2:12]([Mg]Br)[CH:13]=[CH2:14]. The catalyst is C1COCC1. The product is [Cl:1][CH2:2][CH2:3][C:4]([C:6]1[CH:11]=[CH:10][CH:9]=[CH:8][CH:7]=1)([OH:5])[CH2:14][CH:13]=[CH2:12]. The yield is 0.860. (2) The reactants are [O:1]1[CH2:6][CH2:5][N:4]([C:7]2[N:12]=[C:11]([O:13][C:14]3[CH:41]=[CH:40][CH:39]=[CH:38][C:15]=3[CH2:16][NH:17][C:18]([NH:20][C:21]3[N:25]([C:26]4[CH:31]=[CH:30][CH:29]=[C:28]([O:32]C)[CH:27]=4)[N:24]=[C:23]([C:34]([CH3:37])([CH3:36])[CH3:35])[CH:22]=3)=[O:19])[CH:10]=[CH:9][N:8]=2)[CH2:3][CH2:2]1.B(Br)(Br)Br.C(N)CN.Cl. The catalyst is ClCCl. The product is [O:1]1[CH2:6][CH2:5][N:4]([C:7]2[N:12]=[C:11]([O:13][C:14]3[CH:41]=[CH:40][CH:39]=[CH:38][C:15]=3[CH2:16][NH:17][C:18]([NH:20][C:21]3[N:25]([C:26]4[CH:31]=[CH:30][CH:29]=[C:28]([OH:32])[CH:27]=4)[N:24]=[C:23]([C:34]([CH3:37])([CH3:36])[CH3:35])[CH:22]=3)=[O:19])[CH:10]=[CH:9][N:8]=2)[CH2:3][CH2:2]1. The yield is 0.160.